From a dataset of Full USPTO retrosynthesis dataset with 1.9M reactions from patents (1976-2016). Predict the reactants needed to synthesize the given product. (1) Given the product [F:1][C:2]1[CH:3]=[CH:4][C:5]([NH:18][CH2:19][CH2:20][O:21][C:22]([F:23])([F:24])[F:25])=[C:6]([CH:17]=1)[C:7]([OH:9])=[O:8], predict the reactants needed to synthesize it. The reactants are: [F:1][C:2]1[CH:3]=[CH:4][C:5]([NH:18][CH2:19][CH2:20][O:21][C:22]([F:25])([F:24])[F:23])=[C:6]([CH:17]=1)[C:7]([O:9]CCOC(F)(F)F)=[O:8].[OH-].[Na+]. (2) Given the product [C:11]([CH2:13][CH2:14][NH:15][N:16]=[CH:9][C:3]1[CH:4]=[CH:5][C:6]([CH:7]=[N:16][NH:15][CH2:14][CH2:13][C:11]#[N:12])=[CH:1][CH:2]=1)#[N:12], predict the reactants needed to synthesize it. The reactants are: [CH:1]1[C:6]([CH:7]=O)=[CH:5][CH:4]=[C:3]([CH:9]=O)[CH:2]=1.[C:11]([CH2:13][CH2:14][NH:15][NH2:16])#[N:12].